This data is from Peptide-MHC class I binding affinity with 185,985 pairs from IEDB/IMGT. The task is: Regression. Given a peptide amino acid sequence and an MHC pseudo amino acid sequence, predict their binding affinity value. This is MHC class I binding data. (1) The peptide sequence is APVSIINNA. The MHC is HLA-B35:01 with pseudo-sequence HLA-B35:01. The binding affinity (normalized) is 0.145. (2) The peptide sequence is AIKVLRGFK. The MHC is HLA-A30:01 with pseudo-sequence HLA-A30:01. The binding affinity (normalized) is 0.425.